This data is from Oral bioavailability binary classification data from Ma et al.. The task is: Regression/Classification. Given a drug SMILES string, predict its absorption, distribution, metabolism, or excretion properties. Task type varies by dataset: regression for continuous measurements (e.g., permeability, clearance, half-life) or binary classification for categorical outcomes (e.g., BBB penetration, CYP inhibition). Dataset: bioavailability_ma. (1) The drug is Cn1nnc2c(C(N)=O)ncn2c1=O. The result is 1 (high bioavailability). (2) The molecule is Cc1cc2c(s1)Nc1ccccc1N=C2N1CCN(C)CC1. The result is 1 (high bioavailability). (3) The molecule is O=c1ccc2ccccc2o1. The result is 0 (low bioavailability).